This data is from Reaction yield outcomes from USPTO patents with 853,638 reactions. The task is: Predict the reaction yield, written as a fraction of the theoretical maximum amount of product (1.0 means a 100% yield; for example, 0.34 means a 34% yield). (1) The reactants are Cl[C:2]([C:4]1[CH:5]=[C:6]2[C:11](=[CH:12][CH:13]=1)[C:9](=[O:10])[O:8][CH2:7]2)=[O:3].[H][H]. The catalyst is CN(C)C(=O)C.[Pd].[O-]S([O-])(=O)=O.[Ba+2]. The product is [CH:2]([C:4]1[CH:5]=[C:6]2[C:11](=[CH:12][CH:13]=1)[C:9](=[O:10])[O:8][CH2:7]2)=[O:3]. The yield is 0.630. (2) The reactants are [OH:1][CH2:2][C:3]1[CH:4]=[C:5]([CH:8]=[C:9]([C:11]([F:14])([F:13])[F:12])[CH:10]=1)[C:6]#[N:7].CC(C)=[O:17].OS(O)(=O)=O.O=[Cr](=O)=O.O. The catalyst is CC(C)=O. The product is [C:6]([C:5]1[CH:4]=[C:3]([CH:10]=[C:9]([C:11]([F:12])([F:13])[F:14])[CH:8]=1)[C:2]([OH:17])=[O:1])#[N:7]. The yield is 0.850. (3) The reactants are NC1N=C(NC2CCN(C(=O)C3C=CC(I)=CC=3)CC2)SC=1C(C1C(F)=CC=CC=1F)=O.[NH2:33][C:34]1[N:35]=[C:36]([NH:49][CH:50]2[CH2:55][CH2:54][NH:53][CH2:52][CH2:51]2)[S:37][C:38]=1[C:39]([C:41]1[C:46]([F:47])=[CH:45][CH:44]=[CH:43][C:42]=1[F:48])=[O:40].[Cl:56][C:57]1[CH:61]=[CH:60][S:59][C:58]=1[C:62](Cl)=[O:63]. No catalyst specified. The product is [NH2:33][C:34]1[N:35]=[C:36]([NH:49][CH:50]2[CH2:55][CH2:54][N:53]([C:62]([C:58]3[S:59][CH:60]=[CH:61][C:57]=3[Cl:56])=[O:63])[CH2:52][CH2:51]2)[S:37][C:38]=1[C:39]([C:41]1[C:46]([F:47])=[CH:45][CH:44]=[CH:43][C:42]=1[F:48])=[O:40]. The yield is 0.770. (4) The reactants are [N:1]12[CH2:8][CH2:7][C:4]([C:9]([C:17]3[CH:22]=[CH:21][CH:20]=[CH:19][CH:18]=3)([C:11]3[CH:16]=[CH:15][CH:14]=[CH:13][CH:12]=3)[OH:10])([CH2:5][CH2:6]1)[CH2:3][CH2:2]2.[Br:23][CH2:24][CH2:25][CH2:26][O:27][C:28]1[CH:29]=[C:30]([CH:36]=[CH:37][CH:38]=1)[N:31]([CH2:34][CH3:35])[CH2:32][CH3:33]. The catalyst is CC#N. The product is [Br-:23].[CH2:34]([N:31]([CH2:32][CH3:33])[C:30]1[CH:29]=[C:28]([O:27][CH2:26][CH2:25][CH2:24][N+:1]23[CH2:6][CH2:5][C:4]([C:9]([OH:10])([C:17]4[CH:22]=[CH:21][CH:20]=[CH:19][CH:18]=4)[C:11]4[CH:12]=[CH:13][CH:14]=[CH:15][CH:16]=4)([CH2:3][CH2:2]2)[CH2:7][CH2:8]3)[CH:38]=[CH:37][CH:36]=1)[CH3:35]. The yield is 0.630. (5) The reactants are [CH:1]1([O:6][C:7]([NH:9][C:10]2[CH:11]=[C:12]3[C:16](=[CH:17][CH:18]=2)[N:15]([CH3:19])[CH:14]=[C:13]3[CH2:20][C:21]2[CH:29]=[CH:28][C:24]([C:25]([O-:27])=[O:26])=[CH:23][C:22]=2[O:30][CH3:31])=[O:8])[CH2:5][CH2:4][CH2:3][CH2:2]1.[Na+].Cl. The catalyst is O. The product is [CH:1]1([O:6][C:7]([NH:9][C:10]2[CH:11]=[C:12]3[C:16](=[CH:17][CH:18]=2)[N:15]([CH3:19])[CH:14]=[C:13]3[CH2:20][C:21]2[CH:29]=[CH:28][C:24]([C:25]([OH:27])=[O:26])=[CH:23][C:22]=2[O:30][CH3:31])=[O:8])[CH2:2][CH2:3][CH2:4][CH2:5]1. The yield is 0.940.